This data is from Forward reaction prediction with 1.9M reactions from USPTO patents (1976-2016). The task is: Predict the product of the given reaction. (1) Given the reactants CC1(C)CCCC(C)(C)N1[Mg]Cl.[Cl-].[Li+].[Cl:15][C:16]1[N:24]=[C:23]2[C:19]([N:20]([CH2:25][C@H:26]3[CH2:31][CH2:30][C@H:29]([CH3:32])[CH2:28][CH2:27]3)[CH:21]=[N:22]2)=[C:18]([C:33]2[CH:34]=[N:35][CH:36]=[C:37]([Cl:39])[CH:38]=2)[N:17]=1.[Br:40][CH2:41][CH2:42][C:43]1[CH:50]=[CH:49][CH:48]=[CH:47][C:44]=1[CH:45]=[O:46], predict the reaction product. The product is: [Br:40][CH2:41][CH2:42][C:43]1[CH:50]=[CH:49][CH:48]=[CH:47][C:44]=1[CH:45]([C:21]1[N:20]([CH2:25][C@H:26]2[CH2:31][CH2:30][C@H:29]([CH3:32])[CH2:28][CH2:27]2)[C:19]2[C:23](=[N:24][C:16]([Cl:15])=[N:17][C:18]=2[C:33]2[CH:34]=[N:35][CH:36]=[C:37]([Cl:39])[CH:38]=2)[N:22]=1)[OH:46]. (2) Given the reactants [C:1]([O:5][C:6]([N:8]1[CH2:12][CH2:11][CH2:10][C@H:9]1[C:13]([OH:15])=O)=[O:7])([CH3:4])([CH3:3])[CH3:2].C(OC1C=CC2C(=CC=CC=2)N1C(OCC)=O)C.[NH2:34][C:35]1[C:43]2[C:38](=[CH:39][CH:40]=[C:41]([Br:44])[CH:42]=2)[N:37]([C:45]([O:47][C:48]([CH3:51])([CH3:50])[CH3:49])=[O:46])[N:36]=1, predict the reaction product. The product is: [Br:44][C:41]1[CH:42]=[C:43]2[C:38](=[CH:39][CH:40]=1)[N:37]([C:45]([O:47][C:48]([CH3:50])([CH3:49])[CH3:51])=[O:46])[N:36]=[C:35]2[NH:34][C:13]([C@@H:9]1[CH2:10][CH2:11][CH2:12][N:8]1[C:6]([O:5][C:1]([CH3:2])([CH3:3])[CH3:4])=[O:7])=[O:15]. (3) The product is: [OH:1][CH:2]([CH3:15])[CH:3]([NH:5][C:6]1[S:7][CH:8]=[C:9]([C:11]([OH:13])=[O:12])[N:10]=1)[CH3:4]. Given the reactants [OH:1][CH:2]([CH3:15])[CH:3]([NH:5][C:6]1[S:7][CH:8]=[C:9]([C:11]([O:13]C)=[O:12])[N:10]=1)[CH3:4].[OH-].[Li+], predict the reaction product. (4) Given the reactants [C:1]([O:5][C:6]([NH:8][CH2:9][C:10]1C=[CH:16][C:15](Cl)=[CH:14][C:11]=1[CH2:12]N)=[O:7])([CH3:4])([CH3:3])[CH3:2].C([N:22](C(C)C)CC)(C)C.[Br:28][CH2:29][C:30](Br)=[O:31].CO.Cl[CH2:36][Cl:37], predict the reaction product. The product is: [C:1]([O:5][C:6]([NH:8][CH2:9][CH:10]([CH:29]([Br:28])[C:30]([NH2:22])=[O:31])[C:11]1[CH:12]=[C:36]([Cl:37])[CH:16]=[CH:15][CH:14]=1)=[O:7])([CH3:4])([CH3:3])[CH3:2]. (5) Given the reactants Cl[CH2:2][CH2:3][CH2:4][N:5]1[C:10]2[CH:11]=[CH:12][CH:13]=[CH:14][C:9]=2[O:8][CH2:7][C:6]1=[O:15].C([O-])([O-])=O.[K+].[K+].[Na+].[I-].[CH:24](=[C:28]1[CH2:34][CH:33]2[NH:35][CH:30]([CH2:31][CH2:32]2)[CH2:29]1)[CH2:25][CH2:26][CH3:27], predict the reaction product. The product is: [CH:24](=[C:28]1[CH2:29][CH:30]2[N:35]([CH2:2][CH2:3][CH2:4][N:5]3[C:10]4[CH:11]=[CH:12][CH:13]=[CH:14][C:9]=4[O:8][CH2:7][C:6]3=[O:15])[CH:33]([CH2:32][CH2:31]2)[CH2:34]1)[CH2:25][CH2:26][CH3:27]. (6) Given the reactants C([SiH](CC)CC)C.[F:8][C:9]1[CH:10]=[C:11]([CH:15]2[CH2:24][CH:23](O)[C:22]3[C:17](=[CH:18][CH:19]=[C:20]([OH:26])[CH:21]=3)[O:16]2)[CH:12]=[CH:13][CH:14]=1.FC(F)(F)C(O)=O, predict the reaction product. The product is: [F:8][C:9]1[CH:10]=[C:11]([CH:15]2[CH2:24][CH2:23][C:22]3[C:17](=[CH:18][CH:19]=[C:20]([OH:26])[CH:21]=3)[O:16]2)[CH:12]=[CH:13][CH:14]=1. (7) Given the reactants [Cl:1][C:2]1[CH:20]=[CH:19][C:5]2[N:6]([C:11]3[CH:12]=[CH:13][C:14]([C:17]#[N:18])=[N:15][CH:16]=3)[C:7]([CH2:9]Cl)=[N:8][C:4]=2[CH:3]=1.[NH:21]1[C:25]2=[CH:26][N:27]=[CH:28][CH:29]=[C:24]2[C:23]2([CH2:31][CH2:30]2)[C:22]1=[O:32].C(=O)([O-])[O-].[Cs+].[Cs+], predict the reaction product. The product is: [Cl:1][C:2]1[CH:20]=[CH:19][C:5]2[N:6]([C:11]3[CH:12]=[CH:13][C:14]([C:17]#[N:18])=[N:15][CH:16]=3)[C:7]([CH2:9][N:21]3[C:25]4=[CH:26][N:27]=[CH:28][CH:29]=[C:24]4[C:23]4([CH2:30][CH2:31]4)[C:22]3=[O:32])=[N:8][C:4]=2[CH:3]=1. (8) Given the reactants C(OC([N:8]1[CH2:13][CH2:12][N:11]([C:14]2[CH:19]=[CH:18][C:17]([O:20][C:21]3[CH:26]=[CH:25][C:24]([I:27])=[CH:23][CH:22]=3)=[CH:16][CH:15]=2)[CH2:10][CH2:9]1)=O)(C)(C)C.[ClH:28], predict the reaction product. The product is: [ClH:28].[I:27][C:24]1[CH:25]=[CH:26][C:21]([O:20][C:17]2[CH:16]=[CH:15][C:14]([N:11]3[CH2:10][CH2:9][NH:8][CH2:13][CH2:12]3)=[CH:19][CH:18]=2)=[CH:22][CH:23]=1. (9) The product is: [Cl:1][C:2]1[CH:3]=[C:4]2[C:8](=[C:9]([C:11]([O:13][CH3:14])=[O:12])[CH:10]=1)[N:7]([CH2:15][CH:16]=[O:17])[N:6]=[CH:5]2. Given the reactants [Cl:1][C:2]1[CH:3]=[C:4]2[C:8](=[C:9]([C:11]([O:13][CH3:14])=[O:12])[CH:10]=1)[N:7]([CH2:15][CH:16](OC)[O:17]C)[N:6]=[CH:5]2.C1COCC1.C([O-])(O)=O.[Na+], predict the reaction product.